Dataset: Full USPTO retrosynthesis dataset with 1.9M reactions from patents (1976-2016). Task: Predict the reactants needed to synthesize the given product. (1) The reactants are: [N:1]1[C:10]2[C:5](=[CH:6][CH:7]=[CH:8][CH:9]=2)[C:4]([S:11][C:12]2([C:16]([O:18]CC)=[O:17])[CH2:15][CH2:14][CH2:13]2)=[CH:3][CH:2]=1.[OH-].[Na+]. Given the product [N:1]1[C:10]2[C:5](=[CH:6][CH:7]=[CH:8][CH:9]=2)[C:4]([S:11][C:12]2([C:16]([OH:18])=[O:17])[CH2:13][CH2:14][CH2:15]2)=[CH:3][CH:2]=1, predict the reactants needed to synthesize it. (2) Given the product [CH3:8][C:2]([C:9]1[CH:14]=[CH:13][C:12]([C:15]2([C:20]3[CH:25]=[CH:24][CH:23]=[CH:22][CH:21]=3)[O:19][CH2:18][CH2:17][O:16]2)=[CH:11][CH:10]=1)([CH3:1])[CH2:3][C:4]([OH:6])=[O:5], predict the reactants needed to synthesize it. The reactants are: [CH3:1][C:2]([C:9]1[CH:14]=[CH:13][C:12]([C:15]2([C:20]3[CH:25]=[CH:24][CH:23]=[CH:22][CH:21]=3)[O:19][CH2:18][CH2:17][O:16]2)=[CH:11][CH:10]=1)([CH3:8])[CH2:3][C:4]([O:6]C)=[O:5].O.O.[OH-].[Li+]. (3) Given the product [CH3:65][N:66]([C:109]1[CH:110]=[CH:111][C:112]([N:115]2[CH2:116][CH2:117][NH:118][CH2:119][CH2:120]2)=[CH:113][CH:114]=1)[C:67]([N:69]1[C:73]2[N:74]=[C:75]([N:103]3[CH2:108][CH2:107][O:106][CH2:105][CH2:104]3)[N:76]=[C:77]([C:78]3[CH:79]=[N:80][C:81]([NH2:84])=[N:82][CH:83]=3)[C:72]=2[CH2:71][CH2:70]1)=[O:68], predict the reactants needed to synthesize it. The reactants are: BrC1C=CC(N(C)C(N2C3N=C(N4CCOCC4)N=C(C4C=NC(N(CC5C=CC(OC)=CC=5)CC5C=CC(OC)=CC=5)=NC=4)C=3CC2)=O)=CC=1.C(N1CCNCC1)(OC(C)(C)C)=O.[CH3:65][N:66]([C:109]1[CH:114]=[CH:113][C:112]([N:115]2[CH2:120][CH2:119][NH:118][CH2:117][CH2:116]2)=[CH:111][CH:110]=1)[C:67]([N:69]1[C:73]2[N:74]=[C:75]([N:103]3[CH2:108][CH2:107][O:106][CH2:105][CH2:104]3)[N:76]=[C:77]([C:78]3[CH:79]=[N:80][C:81]([N:84](CC4C=CC(OC)=CC=4)CC4C=CC(OC)=CC=4)=[N:82][CH:83]=3)[C:72]=2[CH2:71][CH2:70]1)=[O:68]. (4) Given the product [ClH:32].[OH:30][C:18]1([CH2:17][N:14]2[CH2:15][CH2:16][NH:11][CH2:12][C:13]2=[O:31])[CH2:19][CH2:20][N:21]([C:24]2[CH:25]=[CH:26][N:27]=[CH:28][CH:29]=2)[CH2:22][CH2:23]1, predict the reactants needed to synthesize it. The reactants are: C(OC([N:11]1[CH:16]=[CH:15][N:14]([CH2:17][C:18]2([OH:30])[CH2:23][CH2:22][N:21]([C:24]3[CH:29]=[CH:28][N:27]=[CH:26][CH:25]=3)[CH2:20][CH2:19]2)[C:13](=[O:31])[CH2:12]1)=O)C1C=CC=CC=1.[ClH:32]. (5) Given the product [F:1][C:2]1[CH:7]=[CH:6][C:5]([B:8]2[O:9][C:16]([CH3:18])([CH3:17])[C:13]([CH3:15])([CH3:14])[O:10]2)=[CH:4][C:3]=1[OH:11], predict the reactants needed to synthesize it. The reactants are: [F:1][C:2]1[CH:7]=[CH:6][C:5]([B:8]([OH:10])[OH:9])=[CH:4][C:3]=1[OH:11].O[C:13]([C:16](O)([CH3:18])[CH3:17])([CH3:15])[CH3:14]. (6) Given the product [CH3:21][O:20][C:17]1[CH:18]=[CH:19][C:14]([C:4]([C:6]2[CH:11]=[CH:10][CH:9]=[CH:8][N:7]=2)=[O:5])=[CH:15][CH:16]=1, predict the reactants needed to synthesize it. The reactants are: CON(C)[C:4]([C:6]1[CH:11]=[CH:10][CH:9]=[CH:8][N:7]=1)=[O:5].Br[C:14]1[CH:19]=[CH:18][C:17]([O:20][CH3:21])=[CH:16][CH:15]=1.